This data is from Reaction yield outcomes from USPTO patents with 853,638 reactions. The task is: Predict the reaction yield, written as a fraction of the theoretical maximum amount of product (1.0 means a 100% yield; for example, 0.34 means a 34% yield). (1) The reactants are [Br:1][C:2]1[CH:3]=[CH:4][C:5]([Cl:12])=[C:6]([CH:11]=1)[O:7][CH2:8][CH:9]=O. The catalyst is C1C=CC=CC=1. The product is [Br:1][C:2]1[C:11]2[CH:9]=[CH:8][O:7][C:6]=2[C:5]([Cl:12])=[CH:4][CH:3]=1. The yield is 0.320. (2) The reactants are ClC(Cl)(Cl)C(Cl)(Cl)Cl.[C:9]([O:13][C:14]([N:16]1[CH2:20][CH2:19][CH2:18][C@H:17]1[C:21]([NH:23][NH:24][C:25]1[CH:30]=[CH:29][C:28]([F:31])=[CH:27][N:26]=1)=O)=[O:15])([CH3:12])([CH3:11])[CH3:10].C1(P(C2C=CC=CC=2)C2C=CC=CC=2)C=CC=CC=1.C(N(CC)CC)C. The catalyst is C1COCC1. The product is [C:9]([O:13][C:14]([N:16]1[CH2:20][CH2:19][CH2:18][C@H:17]1[C:21]1[N:26]2[CH:27]=[C:28]([F:31])[CH:29]=[CH:30][C:25]2=[N:24][N:23]=1)=[O:15])([CH3:12])([CH3:11])[CH3:10]. The yield is 0.770. (3) The reactants are [F:1][C:2]1([F:34])[O:6][C:5]2[CH:7]=[CH:8][C:9]([C:11]3([C:14]([NH:16][C:17]4[N:22]=[C:21]([C:23]5[CH:24]=[N:25][C:26]([O:30]C)=[CH:27][C:28]=5[CH3:29])[C:20]([CH3:32])=[C:19]([CH3:33])[CH:18]=4)=[O:15])[CH2:13][CH2:12]3)=[CH:10][C:4]=2[O:3]1.[Si](I)(C)(C)C.CO. The catalyst is CC#N. The product is [F:34][C:2]1([F:1])[O:6][C:5]2[CH:7]=[CH:8][C:9]([C:11]3([C:14]([NH:16][C:17]4[N:22]=[C:21]([C:23]5[CH:24]=[N:25][C:26]([OH:30])=[CH:27][C:28]=5[CH3:29])[C:20]([CH3:32])=[C:19]([CH3:33])[CH:18]=4)=[O:15])[CH2:13][CH2:12]3)=[CH:10][C:4]=2[O:3]1. The yield is 0.490. (4) The reactants are [Cl:1][C:2]1[N:7]=[C:6]([CH2:8][C:9]([C:12]2[O:13][CH:14]=[CH:15][C:16]=2[CH3:17])=[N:10]O)[CH:5]=[CH:4][CH:3]=1.FC(F)(F)C(OC(=O)C(F)(F)F)=O.C(N(CC)CC)C. The catalyst is COCCOC.[Fe](Cl)Cl. The product is [Cl:1][C:2]1[N:7]2[N:10]=[C:9]([C:12]3[O:13][CH:14]=[CH:15][C:16]=3[CH3:17])[CH:8]=[C:6]2[CH:5]=[CH:4][CH:3]=1. The yield is 0.640. (5) The reactants are [C:1](OC(=O)C)(=[O:3])[CH3:2].C(N(CC)CC)C.[NH2:15][CH2:16][CH2:17][CH2:18][S:19]([O:22][CH2:23][C:24]([CH3:37])([CH3:36])[C@@H:25]([O:28][CH2:29][C:30]1[CH:35]=[CH:34][CH:33]=[CH:32][CH:31]=1)[CH:26]=[CH2:27])(=[O:21])=[O:20]. The catalyst is CN(C1C=CN=CC=1)C.ClCCl. The product is [C:1]([NH:15][CH2:16][CH2:17][CH2:18][S:19]([O:22][CH2:23][C:24]([CH3:37])([CH3:36])[C@@H:25]([O:28][CH2:29][C:30]1[CH:31]=[CH:32][CH:33]=[CH:34][CH:35]=1)[CH:26]=[CH2:27])(=[O:20])=[O:21])(=[O:3])[CH3:2]. The yield is 0.610. (6) The reactants are [Cl:1][C:2]1[CH:7]=[CH:6][C:5]([CH:8]([CH2:22][CH3:23])[C:9]([NH:11][NH:12][C:13](=[O:21])[C:14]2[CH:19]=[CH:18][CH:17]=[CH:16][C:15]=2[NH2:20])=[O:10])=[CH:4][CH:3]=1.[K+].C(O[C:28]([S-])=[S:29])C. The catalyst is C(O)C. The product is [Cl:1][C:2]1[CH:3]=[CH:4][C:5]([CH:8]([CH2:22][CH3:23])[C:9]([NH:11][N:12]2[C:13](=[O:21])[C:14]3[C:15](=[CH:16][CH:17]=[CH:18][CH:19]=3)[N:20]=[C:28]2[SH:29])=[O:10])=[CH:6][CH:7]=1. The yield is 0.400. (7) The reactants are Br[C:2]1[CH:7]=[CH:6][N:5]2[N:8]=[C:9]([N:11]([CH3:13])[CH3:12])[N:10]=[C:4]2[CH:3]=1.[C:14](=[O:21])([O:16][C:17]([CH3:20])([CH3:19])[CH3:18])[NH2:15].C(=O)([O-])[O-].[Cs+].[Cs+]. The catalyst is O1CCOCC1.C1C=CC(/C=C/C(/C=C/C2C=CC=CC=2)=O)=CC=1.C1C=CC(/C=C/C(/C=C/C2C=CC=CC=2)=O)=CC=1.C1C=CC(/C=C/C(/C=C/C2C=CC=CC=2)=O)=CC=1.[Pd].[Pd].C1(P(C2C=CC=CC=2)C2C3OC4C(=CC=CC=4P(C4C=CC=CC=4)C4C=CC=CC=4)C(C)(C)C=3C=CC=2)C=CC=CC=1. The product is [CH3:12][N:11]([CH3:13])[C:9]1[N:10]=[C:4]2[CH:3]=[C:2]([NH:15][C:14](=[O:21])[O:16][C:17]([CH3:20])([CH3:19])[CH3:18])[CH:7]=[CH:6][N:5]2[N:8]=1. The yield is 0.898.